The task is: Predict the product of the given reaction.. This data is from Forward reaction prediction with 1.9M reactions from USPTO patents (1976-2016). (1) Given the reactants [CH2:1]([CH:3]([N:6]1[CH2:11][CH2:10][CH:9]([CH2:12][C:13]([NH:15][OH:16])=[NH:14])[CH2:8][CH2:7]1)[CH2:4][CH3:5])[CH3:2].[CH:17]1[C:26]2[C:21](=[CH:22][CH:23]=[CH:24][CH:25]=2)[CH:20]=[CH:19][C:18]=1[C:27]([Cl:29])=O, predict the reaction product. The product is: [ClH:29].[CH2:1]([CH:3]([N:6]1[CH2:11][CH2:10][CH:9]([CH2:12][C:13]2[N:14]=[C:27]([C:18]3[CH:19]=[CH:20][C:21]4[C:26](=[CH:25][CH:24]=[CH:23][CH:22]=4)[CH:17]=3)[O:16][N:15]=2)[CH2:8][CH2:7]1)[CH2:4][CH3:5])[CH3:2]. (2) Given the reactants [CH2:1]([N:8]1[CH2:13][CH2:12][CH:11]([NH:14][C:15]2[CH:23]=[C:22]3[C:18]([CH2:19][CH2:20][N:21]3[C:24](=[O:26])[CH3:25])=[CH:17][CH:16]=2)[CH2:10][CH2:9]1)[C:2]1[CH:7]=[CH:6][CH:5]=[CH:4][CH:3]=1.[C:27]1([CH:33]=[CH:34][S:35](Cl)(=[O:37])=[O:36])[CH:32]=[CH:31][CH:30]=[CH:29][CH:28]=1, predict the reaction product. The product is: [C:24]([N:21]1[C:22]2[C:18](=[CH:17][CH:16]=[C:15]([N:14]([CH:11]3[CH2:12][CH2:13][N:8]([CH2:1][C:2]4[CH:3]=[CH:4][CH:5]=[CH:6][CH:7]=4)[CH2:9][CH2:10]3)[S:35](/[CH:34]=[CH:33]/[C:27]3[CH:32]=[CH:31][CH:30]=[CH:29][CH:28]=3)(=[O:37])=[O:36])[CH:23]=2)[CH2:19][CH2:20]1)(=[O:26])[CH3:25]. (3) Given the reactants [NH2:1][C:2](=[O:38])[CH2:3][C:4]1([NH:18][C:19]([C:21]2[CH:26]=[CH:25][C:24]([N:27]3[CH2:30][C:29]([F:32])([F:31])[CH2:28]3)=[C:23]([O:33][CH2:34][CH:35]3[CH2:37][CH2:36]3)[N:22]=2)=[O:20])[CH2:7][N:6](C(OCC2C=CC=CC=2)=O)[CH2:5]1, predict the reaction product. The product is: [NH2:1][C:2](=[O:38])[CH2:3][C:4]1([NH:18][C:19]([C:21]2[CH:26]=[CH:25][C:24]([N:27]3[CH2:28][C:29]([F:32])([F:31])[CH2:30]3)=[C:23]([O:33][CH2:34][CH:35]3[CH2:37][CH2:36]3)[N:22]=2)=[O:20])[CH2:7][NH:6][CH2:5]1. (4) Given the reactants [Br:1]Br.[F:3][C:4]1[CH:12]=[C:11]([CH3:13])[CH:10]=[CH:9][C:5]=1[C:6]([OH:8])=[O:7], predict the reaction product. The product is: [Br:1][C:10]1[C:11]([CH3:13])=[CH:12][C:4]([F:3])=[C:5]([CH:9]=1)[C:6]([OH:8])=[O:7].